From a dataset of Forward reaction prediction with 1.9M reactions from USPTO patents (1976-2016). Predict the product of the given reaction. (1) Given the reactants [OH-:1].[Na+].[CH3:3][CH:4]([CH3:10])[C:5](=O)[CH2:6][C:7]#[N:8].S(O)(O)(=O)=O.[NH2:16]O, predict the reaction product. The product is: [CH:4]([C:5]1[CH:6]=[C:7]([NH2:8])[O:1][N:16]=1)([CH3:10])[CH3:3]. (2) Given the reactants [OH:1][C:2]1[CH:10]=[C:9]([OH:11])[CH:8]=[CH:7][C:3]=1[C:4]([NH2:6])=[O:5].C([O-])([O-])=O.[Cs+].[Cs+].Br[CH2:19][CH2:20][CH2:21][C:22]([O:24][CH2:25][CH3:26])=[O:23], predict the reaction product. The product is: [CH2:25]([O:24][C:22](=[O:23])[CH2:21][CH2:20][CH2:19][O:11][C:9]1[CH:8]=[CH:7][C:3]([C:4](=[O:5])[NH2:6])=[C:2]([OH:1])[CH:10]=1)[CH3:26]. (3) Given the reactants [Br:1][C:2]1[C:3]([C:17]2[C:18](=[O:26])[N:19]([CH3:25])[N:20]=[CH:21][C:22]=2[O:23]C)=[N:4][N:5]([C:7]2[CH:12]=[CH:11][C:10]([C:13]([F:16])([F:15])[F:14])=[CH:9][CH:8]=2)[CH:6]=1.O1CCOCC1.[OH-].[Na+].CO, predict the reaction product. The product is: [Br:1][C:2]1[C:3]([C:17]2[C:18](=[O:26])[N:19]([CH3:25])[N:20]=[CH:21][C:22]=2[OH:23])=[N:4][N:5]([C:7]2[CH:12]=[CH:11][C:10]([C:13]([F:15])([F:14])[F:16])=[CH:9][CH:8]=2)[CH:6]=1.